Dataset: Reaction yield outcomes from USPTO patents with 853,638 reactions. Task: Predict the reaction yield, written as a fraction of the theoretical maximum amount of product (1.0 means a 100% yield; for example, 0.34 means a 34% yield). (1) The reactants are F[C:2]1[CH:3]=[C:4]2[C:8](=[CH:9][CH:10]=1)[NH:7][CH:6]=[C:5]2[CH:11]1[CH2:15][C:14](=[O:16])[NH:13][C:12]1=[O:17].[Br:18]C1C=C2C(=CC=1)NC=C2.C1(=O)NC(=O)C=C1. No catalyst specified. The product is [Br:18][C:2]1[CH:3]=[C:4]2[C:8](=[CH:9][CH:10]=1)[NH:7][CH:6]=[C:5]2[CH:11]1[CH2:15][C:14](=[O:16])[NH:13][C:12]1=[O:17]. The yield is 0.210. (2) The reactants are C(N(CC)CC)C.[NH2:8][C@H:9]([C:12]([OH:14])=[O:13])[CH2:10][OH:11].Cl.C1C(=O)N([O:23][C:24]([O:26][CH2:27][CH:28]2[C:40]3[C:35](=[CH:36][CH:37]=[CH:38][CH:39]=3)[C:34]3[C:29]2=[CH:30][CH:31]=[CH:32][CH:33]=3)=O)C(=O)C1. The catalyst is C(=O)([O-])O.[Na+].COCCOC. The product is [NH:8]([C:24]([O:26][CH2:27][CH:28]1[C:29]2[C:34](=[CH:33][CH:32]=[CH:31][CH:30]=2)[C:35]2[C:40]1=[CH:39][CH:38]=[CH:37][CH:36]=2)=[O:23])[C@H:9]([C:12]([OH:14])=[O:13])[CH2:10][OH:11]. The yield is 0.626. (3) The reactants are [Br:1][C:2]1[CH:7]=[CH:6][C:5]([C:8]2[C:17]([C:18](=[O:20])[CH3:19])=[C:11]3[CH:12]=[CH:13][CH:14]=[C:15](Cl)[N:10]3[N:9]=2)=[CH:4][CH:3]=1.[CH2:21]([NH2:25])[CH2:22][CH2:23][CH3:24]. No catalyst specified. The product is [Br:1][C:2]1[CH:7]=[CH:6][C:5]([C:8]2[C:17]([C:18](=[O:20])[CH3:19])=[C:11]3[CH:12]=[CH:13][CH:14]=[C:15]([NH:25][CH2:21][CH2:22][CH2:23][CH3:24])[N:10]3[N:9]=2)=[CH:4][CH:3]=1. The yield is 0.760. (4) The reactants are [F:1][C:2]1[CH:7]=[CH:6][C:5]([C:8]2[CH:13]=[CH:12][N:11]([C:14]3[CH:15]=[CH:16][C:17]4[C:18]5[CH2:27][NH:26][CH2:25][CH2:24][C:19]=5[N:20]([CH3:23])[C:21]=4[CH:22]=3)[C:10](=[O:28])[CH:9]=2)=[C:4]([O:29][CH3:30])[CH:3]=1.[C:31]1(N)C(F)=C(F)C(F)=C(N)C=1F.[ClH:43].Cl. No catalyst specified. The product is [ClH:43].[CH3:31][N:26]1[CH2:25][CH2:24][C:19]2[N:20]([CH3:23])[C:21]3[CH:22]=[C:14]([N:11]4[CH:12]=[CH:13][C:8]([C:5]5[CH:6]=[CH:7][C:2]([F:1])=[CH:3][C:4]=5[O:29][CH3:30])=[CH:9][C:10]4=[O:28])[CH:15]=[CH:16][C:17]=3[C:18]=2[CH2:27]1. The yield is 0.520. (5) The reactants are [CH2:1]([N:8]1[C:16]2[C:11](=[CH:12][CH:13]=[CH:14][CH:15]=2)[C:10]([C:17]([N:19]2[CH2:24][CH2:23][CH:22]([N:25]3[C:29]4[CH:30]=[CH:31][CH:32]=[CH:33][C:28]=4[N:27]=[C:26]3Cl)[CH2:21][CH2:20]2)=[O:18])=[C:9]1[CH3:35])[C:2]1[CH:7]=[CH:6][CH:5]=[CH:4][CH:3]=1.[CH3:36][N:37]1[CH2:42][CH2:41][NH:40][CH2:39][CH2:38]1. No catalyst specified. The product is [CH2:1]([N:8]1[C:16]2[C:11](=[CH:12][CH:13]=[CH:14][CH:15]=2)[C:10]([C:17]([N:19]2[CH2:24][CH2:23][CH:22]([N:25]3[C:29]4[CH:30]=[CH:31][CH:32]=[CH:33][C:28]=4[N:27]=[C:26]3[N:40]3[CH2:41][CH2:42][N:37]([CH3:36])[CH2:38][CH2:39]3)[CH2:21][CH2:20]2)=[O:18])=[C:9]1[CH3:35])[C:2]1[CH:7]=[CH:6][CH:5]=[CH:4][CH:3]=1. The yield is 0.220. (6) The reactants are C[O:2][C:3](=[O:44])[C@H:4]([NH:24][C:25]([N:27]1[CH2:32][CH2:31][CH:30]([N:33]2[CH2:42][C:41]3[C:36](=[CH:37][CH:38]=[CH:39][CH:40]=3)[NH:35][C:34]2=[O:43])[CH2:29][CH2:28]1)=[O:26])[CH2:5][C:6]1[CH:7]=[C:8]2[C:12](=[CH:13][CH:14]=1)[N:11]([S:15]([CH2:18][CH2:19][Si:20]([CH3:23])([CH3:22])[CH3:21])(=[O:17])=[O:16])[N:10]=[CH:9]2.O.[OH-].[Li+].Cl. The catalyst is O1CCCC1.CO.O. The product is [O:43]=[C:34]1[N:33]([CH:30]2[CH2:29][CH2:28][N:27]([C:25]([NH:24][C@H:4]([CH2:5][C:6]3[CH:7]=[C:8]4[C:12](=[CH:13][CH:14]=3)[N:11]([S:15]([CH2:18][CH2:19][Si:20]([CH3:21])([CH3:23])[CH3:22])(=[O:17])=[O:16])[N:10]=[CH:9]4)[C:3]([OH:44])=[O:2])=[O:26])[CH2:32][CH2:31]2)[CH2:42][C:41]2[C:36](=[CH:37][CH:38]=[CH:39][CH:40]=2)[NH:35]1. The yield is 0.900. (7) The reactants are [F:1][C:2]([F:12])([CH:8]([OH:11])[CH2:9][CH3:10])[C:3]([O:5][CH2:6][CH3:7])=[O:4].C(Cl)(Cl)Cl.[C:17](Cl)(=[O:21])[C:18]([CH3:20])=[CH2:19].C(N(CC)CC)C. The catalyst is O. The product is [C:17]([O:11][CH:8]([CH2:9][CH3:10])[C:2]([C:3]([O:5][CH2:6][CH3:7])=[O:4])([F:12])[F:1])(=[O:21])[C:18]([CH3:20])=[CH2:19]. The yield is 0.660. (8) The reactants are Br[C:2]1[CH:17]=[CH:16][C:5]([O:6][C:7]2[C:13]([CH3:14])=[CH:12][C:10]([NH2:11])=[C:9]([CH3:15])[CH:8]=2)=[CH:4][CH:3]=1.[CH3:18][O:19][C:20]1[CH:25]=[CH:24][C:23](B(O)O)=[CH:22][CH:21]=1.C(=O)([O-])[O-].[Cs+].[Cs+].O. The catalyst is C(O)CCC.C1C=CC([P]([Pd]([P](C2C=CC=CC=2)(C2C=CC=CC=2)C2C=CC=CC=2)([P](C2C=CC=CC=2)(C2C=CC=CC=2)C2C=CC=CC=2)[P](C2C=CC=CC=2)(C2C=CC=CC=2)C2C=CC=CC=2)(C2C=CC=CC=2)C2C=CC=CC=2)=CC=1. The product is [CH3:18][O:19][C:20]1[CH:25]=[CH:24][C:23]([C:2]2[CH:17]=[CH:16][C:5]([O:6][C:7]3[C:13]([CH3:14])=[CH:12][C:10]([NH2:11])=[C:9]([CH3:15])[CH:8]=3)=[CH:4][CH:3]=2)=[CH:22][CH:21]=1. The yield is 0.797. (9) The reactants are [Cl:1][C:2]1[N:10]=[CH:9][C:8]2[N:7](S(C3C=CC(C)=CC=3)(=O)=O)[C:6]3[N:21]=[CH:22][C:23]([F:26])=[C:24]([I:25])[C:5]=3[C:4]=2[CH:3]=1.O.[OH-].[Li+].O.Cl. The catalyst is C1COCC1.CO. The product is [Cl:1][C:2]1[N:10]=[CH:9][C:8]2[NH:7][C:6]3[N:21]=[CH:22][C:23]([F:26])=[C:24]([I:25])[C:5]=3[C:4]=2[CH:3]=1. The yield is 0.970. (10) The reactants are Br[C:2]1[C:3]([CH3:16])=[C:4]([O:14][CH3:15])[C:5]2[O:9][C:8]([CH3:11])([CH3:10])[CH2:7][C:6]=2[C:12]=1[CH3:13].[F:17][C:18]1[CH:23]=[CH:22][C:21]([N:24]2[CH2:29][CH2:28][NH:27][CH2:26][CH2:25]2)=[CH:20][CH:19]=1. No catalyst specified. The product is [F:17][C:18]1[CH:19]=[CH:20][C:21]([N:24]2[CH2:29][CH2:28][N:27]([C:2]3[C:3]([CH3:16])=[C:4]([O:14][CH3:15])[C:5]4[O:9][C:8]([CH3:11])([CH3:10])[CH2:7][C:6]=4[C:12]=3[CH3:13])[CH2:26][CH2:25]2)=[CH:22][CH:23]=1. The yield is 0.490.